Dataset: Reaction yield outcomes from USPTO patents with 853,638 reactions. Task: Predict the reaction yield, written as a fraction of the theoretical maximum amount of product (1.0 means a 100% yield; for example, 0.34 means a 34% yield). (1) The reactants are [C:1]([O:5][C:6]([N:8]([CH3:45])[C@H:9]([C:21]([NH:23][C@H:24]([C:29]([N:31]([C@@H:33]([CH:42]([CH3:44])[CH3:43])/[CH:34]=[C:35](\[CH3:41])/[C:36]([O:38]CC)=[O:37])[CH3:32])=[O:30])[C:25]([CH3:28])([CH3:27])[CH3:26])=[O:22])[C:10]([CH3:20])([CH3:19])[C:11]1[CH:16]=[CH:15][C:14]([O:17][CH3:18])=[CH:13][CH:12]=1)=[O:7])([CH3:4])([CH3:3])[CH3:2].O.[OH-].[Li+].CCOCC. The catalyst is CO.C(O)(=O)C. The product is [C:1]([O:5][C:6]([N:8]([CH3:45])[C@H:9]([C:21]([NH:23][C@H:24]([C:29]([N:31]([C@@H:33]([CH:42]([CH3:43])[CH3:44])/[CH:34]=[C:35](/[C:36]([OH:38])=[O:37])\[CH3:41])[CH3:32])=[O:30])[C:25]([CH3:26])([CH3:27])[CH3:28])=[O:22])[C:10]([CH3:20])([CH3:19])[C:11]1[CH:16]=[CH:15][C:14]([O:17][CH3:18])=[CH:13][CH:12]=1)=[O:7])([CH3:2])([CH3:3])[CH3:4]. The yield is 0.860. (2) The reactants are C(O[CH2:9][CH:10]1[CH2:15][CH2:14][CH:13]([C:16]([O:18][CH2:19][CH3:20])=[O:17])[CH2:12][N:11]1[CH2:21][CH2:22][C:23]([O:25][CH2:26][CH3:27])=[O:24])C1C=CC=CC=1.[CH3:28][N:29](CC1C=CC(C(OCC)=O)=CN=1)[CH3:30].Cl.C(OCC)(=O)C=C. The catalyst is O=[Pt]=O. The product is [CH3:28][N:29]([CH2:9][CH:10]1[CH2:15][CH2:14][CH:13]([C:16]([O:18][CH2:19][CH3:20])=[O:17])[CH2:12][N:11]1[CH2:21][CH2:22][C:23]([O:25][CH2:26][CH3:27])=[O:24])[CH3:30]. The yield is 0.510. (3) The reactants are CC([O-])(C)C.[K+].[F:7][C:8]1[CH:13]=[C:12]([N:14]2[CH2:18][C:17](F)([F:19])[C:16](F)([F:21])[CH2:15]2)[CH:11]=[CH:10][C:9]=1[N:23]1[CH:28]=[C:27]([O:29][CH3:30])[C:26](=[O:31])[C:25]([C:32]2[N:36]([C:37]3[CH:42]=[CH:41][CH:40]=[CH:39][CH:38]=3)[N:35]=[CH:34][CH:33]=2)=[N:24]1.O. The catalyst is CS(C)=O. The product is [F:21][C:16]1[C:17]([F:19])=[CH:18][N:14]([C:12]2[CH:11]=[CH:10][C:9]([N:23]3[CH:28]=[C:27]([O:29][CH3:30])[C:26](=[O:31])[C:25]([C:32]4[N:36]([C:37]5[CH:42]=[CH:41][CH:40]=[CH:39][CH:38]=5)[N:35]=[CH:34][CH:33]=4)=[N:24]3)=[C:8]([F:7])[CH:13]=2)[CH:15]=1. The yield is 0.320. (4) The reactants are [Cl:1]N1C(=O)CCC1=O.[Cl:9][C:10]1[CH:11]=[C:12]([CH:23]=[CH:24][C:25]=1[O:26][CH3:27])[CH2:13][N:14]1[C:19]([CH3:20])=[CH:18][C:17]([OH:21])=[CH:16][C:15]1=[O:22]. The catalyst is ClCCCl.CC(O)C. The product is [Cl:1][C:16]1[C:15](=[O:22])[N:14]([CH2:13][C:12]2[CH:23]=[CH:24][C:25]([O:26][CH3:27])=[C:10]([Cl:9])[CH:11]=2)[C:19]([CH3:20])=[CH:18][C:17]=1[OH:21]. The yield is 0.460. (5) The reactants are CCN(C(C)C)C(C)C.Cl.[Cl:11][C:12]1[CH:13]=[CH:14][C:15]([S:20]([CH2:23][CH3:24])(=[O:22])=[O:21])=[C:16]([CH:19]=1)[CH2:17][NH2:18].[F:25][C:26]([F:37])([F:36])[C:27]1[CH:28]=[C:29]([CH:33]=[CH:34][CH:35]=1)[C:30](O)=[O:31]. The catalyst is C(Cl)Cl. The product is [Cl:11][C:12]1[CH:13]=[CH:14][C:15]([S:20]([CH2:23][CH3:24])(=[O:22])=[O:21])=[C:16]([CH:19]=1)[CH2:17][NH:18][C:30](=[O:31])[C:29]1[CH:33]=[CH:34][CH:35]=[C:27]([C:26]([F:25])([F:36])[F:37])[CH:28]=1. The yield is 0.870. (6) The reactants are [CH3:1][O:2][C:3]1[CH:9]=[CH:8][C:7]([O:10][CH3:11])=[CH:6][C:4]=1[NH2:5].C([Li])CCC.Br[CH2:18][CH2:19][CH2:20][CH2:21][CH2:22][CH2:23][CH2:24][CH2:25][CH2:26][CH2:27][CH2:28][CH2:29][CH2:30][CH2:31][CH2:32][CH2:33][O:34][Si:35]([C:38]([CH3:41])([CH3:40])[CH3:39])([CH3:37])[CH3:36].[Cl-].[NH4+]. The catalyst is O1CCCC1.O1CCOCC1. The product is [Si:35]([O:34][CH2:33][CH2:32][CH2:31][CH2:30][CH2:29][CH2:28][CH2:27][CH2:26][CH2:25][CH2:24][CH2:23][CH2:22][CH2:21][CH2:20][CH2:19][CH2:18][NH:5][C:4]1[CH:6]=[C:7]([O:10][CH3:11])[CH:8]=[CH:9][C:3]=1[O:2][CH3:1])([C:38]([CH3:39])([CH3:40])[CH3:41])([CH3:37])[CH3:36]. The yield is 0.500.